Task: Predict the product of the given reaction.. Dataset: Forward reaction prediction with 1.9M reactions from USPTO patents (1976-2016) (1) Given the reactants [C:1]1([S:7]([CH2:10][C:11]2[C:16]([C:17]([OH:19])=[O:18])=[C:15]([O:20][CH3:21])[C:14](Br)=[CH:13][CH:12]=2)(=[O:9])=[O:8])[CH:6]=[CH:5][CH:4]=[CH:3][CH:2]=1.C(=O)([O-])[O-].[Cs+].[Cs+].[NH:29]1[CH:33]=[CH:32][CH:31]=[N:30]1.C(OCC)(=O)C, predict the reaction product. The product is: [C:1]1([S:7]([CH2:10][C:11]2[C:16]([C:17]([OH:19])=[O:18])=[C:15]([O:20][CH3:21])[C:14]([N:29]3[CH:33]=[CH:32][CH:31]=[N:30]3)=[CH:13][CH:12]=2)(=[O:9])=[O:8])[CH:6]=[CH:5][CH:4]=[CH:3][CH:2]=1. (2) Given the reactants [OH:1][C:2]1[CH:7]=[CH:6][C:5]([C:8]([C:11]2[CH:16]=[CH:15][C:14]([OH:17])=[CH:13][CH:12]=2)([CH3:10])[CH3:9])=[CH:4][CH:3]=1.[C:18]1([O-:24])[CH:23]=[CH:22][CH:21]=[CH:20][CH:19]=1.[C:25]1([O-])[CH:30]=CC=C[CH:26]=1.[Na+].[Na+], predict the reaction product. The product is: [OH:24][C:18]1[CH:23]=[CH:22][C:21]([C:25]([C:13]2[CH:12]=[C:11]([C:8]([CH3:10])([C:5]3[CH:4]=[CH:3][C:2]([OH:1])=[CH:7][CH:6]=3)[CH3:9])[CH:16]=[CH:15][C:14]=2[OH:17])([CH3:30])[CH3:26])=[CH:20][CH:19]=1. (3) Given the reactants [NH2:1][C:2]1[C:7]([N+:8]([O-:10])=[O:9])=[CH:6][CH:5]=[CH:4][N:3]=1.[CH2:11]([C:14](=[CH2:20])[C:15]([O:17][CH2:18][CH3:19])=[O:16])[CH2:12][CH3:13].N12CCCN=C1CCCCC2.O, predict the reaction product. The product is: [CH2:18]([O:17][C:15](=[O:16])[CH:14]([CH2:20][NH:1][C:2]1[C:7]([N+:8]([O-:10])=[O:9])=[CH:6][CH:5]=[CH:4][N:3]=1)[CH2:11][CH2:12][CH3:13])[CH3:19]. (4) Given the reactants [F:1][C:2]1[CH:3]=[CH:4][C:5]([SH:11])=[C:6]([CH:10]=1)[C:7]([OH:9])=[O:8].[SH:12][C:13]1C=C[CH:19]=[CH:18][C:14]=1[C:15]([OH:17])=[O:16].BrC1SC=CC=1C(O)=O, predict the reaction product. The product is: [C:7]([C:6]1[CH:10]=[C:2]([F:1])[CH:3]=[CH:4][C:5]=1[S:11][C:13]1[S:12][CH:19]=[CH:18][C:14]=1[C:15]([OH:17])=[O:16])([OH:9])=[O:8].